The task is: Predict the reactants needed to synthesize the given product.. This data is from Full USPTO retrosynthesis dataset with 1.9M reactions from patents (1976-2016). Given the product [Br:19][C:20]1[CH:21]=[C:22]([C:23]2[NH:10][C:5]3[CH:4]=[CH:3][CH:2]=[CH:7][C:6]=3[N:9]=2)[CH:25]=[CH:26][CH:27]=1, predict the reactants needed to synthesize it. The reactants are: [2H][C:2]1[C:7]([2H])=[C:6]([NH2:9])[C:5]([NH2:10])=[C:4]([2H])[C:3]=1[2H].C(O)(=O)C(O)=O.[Br:19][C:20]1[CH:21]=[C:22]([CH:25]=[CH:26][CH:27]=1)[CH:23]=O.